Dataset: NCI-60 drug combinations with 297,098 pairs across 59 cell lines. Task: Regression. Given two drug SMILES strings and cell line genomic features, predict the synergy score measuring deviation from expected non-interaction effect. (1) Drug 1: CC(CN1CC(=O)NC(=O)C1)N2CC(=O)NC(=O)C2. Drug 2: C1=NC2=C(N=C(N=C2N1C3C(C(C(O3)CO)O)F)Cl)N. Cell line: PC-3. Synergy scores: CSS=24.0, Synergy_ZIP=-3.61, Synergy_Bliss=-1.93, Synergy_Loewe=1.50, Synergy_HSA=2.66. (2) Drug 1: CCC1(CC2CC(C3=C(CCN(C2)C1)C4=CC=CC=C4N3)(C5=C(C=C6C(=C5)C78CCN9C7C(C=CC9)(C(C(C8N6C)(C(=O)OC)O)OC(=O)C)CC)OC)C(=O)OC)O.OS(=O)(=O)O. Drug 2: COCCOC1=C(C=C2C(=C1)C(=NC=N2)NC3=CC=CC(=C3)C#C)OCCOC.Cl. Cell line: 786-0. Synergy scores: CSS=2.67, Synergy_ZIP=-0.969, Synergy_Bliss=1.26, Synergy_Loewe=-0.405, Synergy_HSA=-0.0833.